From a dataset of Forward reaction prediction with 1.9M reactions from USPTO patents (1976-2016). Predict the product of the given reaction. (1) Given the reactants [Si:1]([O:8][CH2:9][CH2:10][CH2:11][CH2:12][C:13]1[CH:14]=[C:15]([CH:17]=[CH:18][CH:19]=1)[NH2:16])([C:4]([CH3:7])([CH3:6])[CH3:5])([CH3:3])[CH3:2].ClC(Cl)(Cl)[C:22]([N:24]=C=O)=[O:23].[OH-].[Na+], predict the reaction product. The product is: [Si:1]([O:8][CH2:9][CH2:10][CH2:11][CH2:12][C:13]1[CH:14]=[C:15]([NH:16][C:22]([NH2:24])=[O:23])[CH:17]=[CH:18][CH:19]=1)([C:4]([CH3:7])([CH3:6])[CH3:5])([CH3:3])[CH3:2]. (2) Given the reactants [F:1][C:2]1([F:17])[O:6][C:5]2[CH:7]=[CH:8][C:9]([C:11]3([C:14]([OH:16])=O)[CH2:13][CH2:12]3)=[CH:10][C:4]=2[O:3]1.F[P-](F)(F)(F)(F)F.CN(C(N(C)C)=[N+]1C2C(=NC=CC=2)[N+]([O-])=N1)C.[NH2:42][C@H:43]1[CH2:48][C:47]([CH3:50])([CH3:49])[O:46][C@@H:45]([C:51]2[CH:60]=[CH:59][C:54]([C:55]([O:57][CH3:58])=[O:56])=[CH:53][CH:52]=2)[CH2:44]1.C(N(C(C)C)C(C)C)C, predict the reaction product. The product is: [F:17][C:2]1([F:1])[O:6][C:5]2[CH:7]=[CH:8][C:9]([C:11]3([C:14]([NH:42][C@H:43]4[CH2:48][C:47]([CH3:50])([CH3:49])[O:46][C@@H:45]([C:51]5[CH:60]=[CH:59][C:54]([C:55]([O:57][CH3:58])=[O:56])=[CH:53][CH:52]=5)[CH2:44]4)=[O:16])[CH2:12][CH2:13]3)=[CH:10][C:4]=2[O:3]1. (3) The product is: [CH3:1][O:2][C:3]([C:5]1[CH:6]=[C:7]([C:12]2[CH:17]=[CH:16][C:15]([CH3:18])=[CH:14][CH:13]=2)[CH:8]=[C:9]([I:27])[CH:10]=1)=[O:4]. Given the reactants [CH3:1][O:2][C:3]([C:5]1[CH:6]=[C:7]([C:12]2[CH:17]=[CH:16][C:15]([CH3:18])=[CH:14][CH:13]=2)[CH:8]=[C:9](N)[CH:10]=1)=[O:4].N(OCCC(C)C)=O.[I:27]CI, predict the reaction product. (4) The product is: [CH3:21][C:4]1[CH:3]=[C:2]([O:1][S:29]([C:32]([F:35])([F:34])[F:33])(=[O:30])=[O:28])[CH:7]=[CH:6][C:5]=1[C:8]1[C:9]2[CH:16]=[C:15]([C:17]([O:19][CH3:20])=[O:18])[CH:14]=[CH:13][C:10]=2[S:11][CH:12]=1. Given the reactants [OH:1][C:2]1[CH:7]=[CH:6][C:5]([C:8]2[C:9]3[CH:16]=[C:15]([C:17]([O:19][CH3:20])=[O:18])[CH:14]=[CH:13][C:10]=3[S:11][CH:12]=2)=[C:4]([CH3:21])[CH:3]=1.N1C=CC=CC=1.[O:28](S(C(F)(F)F)(=O)=O)[S:29]([C:32]([F:35])([F:34])[F:33])(=O)=[O:30], predict the reaction product.